This data is from Reaction yield outcomes from USPTO patents with 853,638 reactions. The task is: Predict the reaction yield, written as a fraction of the theoretical maximum amount of product (1.0 means a 100% yield; for example, 0.34 means a 34% yield). (1) The product is [NH2:18][C:5]1[CH:4]=[C:3]([O:2][CH3:1])[C:12]([O:13][CH2:14][CH2:15][O:16][CH3:17])=[CH:11][C:6]=1[C:7]([O:9][CH3:10])=[O:8]. The yield is 0.930. The catalyst is CCOC(C)=O.[Pd]. The reactants are [CH3:1][O:2][C:3]1[C:12]([O:13][CH2:14][CH2:15][O:16][CH3:17])=[CH:11][C:6]([C:7]([O:9][CH3:10])=[O:8])=[C:5]([N+:18]([O-])=O)[CH:4]=1.[H][H]. (2) The reactants are [H-].[Na+].[CH2:3]1[O:13][C:12]2[C:5](=[C:6]([CH:9]=[CH:10][CH:11]=2)[CH:7]=O)[O:4]1.[OH2:14].[O:15]1[CH2:19][CH2:18][CH2:17][CH2:16]1. No catalyst specified. The product is [CH2:3]1[O:13][C:12]2[C:5](=[C:6]([CH:9]=[CH:10][CH:11]=2)[CH:7]=[CH:17][C:16]([O:15][CH2:19][CH3:18])=[O:14])[O:4]1. The yield is 0.920. (3) The reactants are Cl[CH2:2][C:3]([NH:5][C:6]1[CH:15]=[CH:14][C:9]2[O:10][CH2:11][CH2:12][O:13][C:8]=2[CH:7]=1)=[O:4].C(=O)([O-])[O-].[K+].[K+].[CH3:22][O:23][CH2:24][CH2:25][NH2:26].CN(C=O)C. The catalyst is O. The product is [O:10]1[C:9]2[CH:14]=[CH:15][C:6]([NH:5][C:3](=[O:4])[CH2:2][NH:26][CH2:25][CH2:24][O:23][CH3:22])=[CH:7][C:8]=2[O:13][CH2:12][CH2:11]1. The yield is 0.360. (4) The reactants are [C:1]1([S:7]([N:10]2[CH2:14][CH2:13][S:12][CH:11]2[CH2:15][C:16]([OH:18])=[O:17])(=[O:9])=[O:8])[CH:6]=[CH:5][CH:4]=[CH:3][CH:2]=1.[Cl:19][C:20]1[CH:21]=[N+:22]([O-:45])[CH:23]=[C:24]([Cl:44])[C:25]=1[CH2:26][C@@H:27]([C:29]1[CH:34]=[CH:33][C:32]([O:35][CH:36]([F:38])[F:37])=[C:31]([O:39][CH2:40][CH:41]2[CH2:43][CH2:42]2)[CH:30]=1)O.C(Cl)CCl. The catalyst is CN(C1C=CN=CC=1)C.C(Cl)Cl. The product is [Cl:19][C:20]1[CH:21]=[N+:22]([O-:45])[CH:23]=[C:24]([Cl:44])[C:25]=1[CH2:26][C@@H:27]([C:29]1[CH:34]=[CH:33][C:32]([O:35][CH:36]([F:38])[F:37])=[C:31]([O:39][CH2:40][CH:41]2[CH2:43][CH2:42]2)[CH:30]=1)[O:17][C:16](=[O:18])[CH2:15][CH:11]1[N:10]([S:7]([C:1]2[CH:2]=[CH:3][CH:4]=[CH:5][CH:6]=2)(=[O:8])=[O:9])[CH2:14][CH2:13][S:12]1. The yield is 0.735. (5) The reactants are [Cl:1][C:2]1[C:3]([CH2:12][C:13](=O)CC)=[N:4][CH:5]=[C:6]([C:8]([F:11])([F:10])[F:9])[CH:7]=1.[C:17]([O-])(=O)C.[NH4+].[C:22]([BH3-])#[N:23].[Na+]. The catalyst is CO. The product is [Cl:1][C:2]1[C:3]([CH:12]([CH3:13])[CH:22]([NH2:23])[CH3:17])=[N:4][CH:5]=[C:6]([C:8]([F:10])([F:11])[F:9])[CH:7]=1. The yield is 0.320.